This data is from Forward reaction prediction with 1.9M reactions from USPTO patents (1976-2016). The task is: Predict the product of the given reaction. (1) Given the reactants [NH2:1][C:2]1[CH:10]=[C:9]([O:11][CH3:12])[CH:8]=[C:7]([O:13][CH3:14])[C:3]=1[C:4]([NH2:6])=[O:5].[CH:15]([C:17]1[CH:27]=[CH:26][C:20]([O:21][CH2:22][C:23]([OH:25])=[O:24])=[CH:19][CH:18]=1)=O.OC1C=CC(C2NC(=O)C3C(=CC(OC)=CC=3OC)N=2)=CC=1, predict the reaction product. The product is: [CH3:14][O:13][C:7]1[CH:8]=[C:9]([O:11][CH3:12])[CH:10]=[C:2]2[C:3]=1[C:4](=[O:5])[NH:6][C:15]([C:17]1[CH:27]=[CH:26][C:20]([O:21][CH2:22][C:23]([OH:25])=[O:24])=[CH:19][CH:18]=1)=[N:1]2. (2) Given the reactants [CH3:1][N:2]1[C:10]2[C:5](=[CH:6][CH:7]=[C:8]([C:11](O)=[O:12])[CH:9]=2)[C:4]([CH3:15])([CH3:14])[C:3]1=[O:16].O1CCCC1.B, predict the reaction product. The product is: [OH:12][CH2:11][C:8]1[CH:9]=[C:10]2[C:5]([C:4]([CH3:15])([CH3:14])[C:3](=[O:16])[N:2]2[CH3:1])=[CH:6][CH:7]=1. (3) Given the reactants [O:1]([C:8]1[CH:15]=[CH:14][C:11]([CH2:12][NH2:13])=[CH:10][CH:9]=1)[C:2]1[CH:7]=[CH:6][CH:5]=[CH:4][CH:3]=1.Cl[CH2:17][C:18]1[N:19]=[C:20]([C:23]2[CH:31]=[CH:30][C:26]([C:27](Cl)=[O:28])=[CH:25][CH:24]=2)[S:21][CH:22]=1.[O:32]([CH2:39][C:40](Cl)=[O:41])[C:33]1[CH:38]=[CH:37][CH:36]=[CH:35][CH:34]=1.C[O:44][C:45](=[O:56])[CH2:46][O:47][C:48]1[CH:53]=[CH:52][C:51]([CH2:54][NH2:55])=[CH:50][CH:49]=1, predict the reaction product. The product is: [O:32]([CH2:39][C:40]([N:55]([CH2:54][C:51]1[CH:52]=[CH:53][C:48]([O:47][CH2:46][C:45]([OH:56])=[O:44])=[CH:49][CH:50]=1)[CH2:17][C:18]1[N:19]=[C:20]([C:23]2[CH:31]=[CH:30][C:26]([C:27]([NH:13][CH2:12][C:11]3[CH:10]=[CH:9][C:8]([O:1][C:2]4[CH:3]=[CH:4][CH:5]=[CH:6][CH:7]=4)=[CH:15][CH:14]=3)=[O:28])=[CH:25][CH:24]=2)[S:21][CH:22]=1)=[O:41])[C:33]1[CH:38]=[CH:37][CH:36]=[CH:35][CH:34]=1.